Dataset: Serine/threonine kinase 33 screen with 319,792 compounds. Task: Binary Classification. Given a drug SMILES string, predict its activity (active/inactive) in a high-throughput screening assay against a specified biological target. (1) The molecule is o1c(CN2C3CCC2CC(NC(=O)Nc2cc(ccc2)C)C3)ccc1. The result is 0 (inactive). (2) The molecule is O(C1=C/C(=c2/[nH]c(nc(n2)N)N)C(=O)C=C1)C. The result is 1 (active). (3) The compound is s1nnc(c2ccccc2)c1C(=O)NN. The result is 0 (inactive). (4) The compound is S(=O)(=O)(NCCC(=O)NC1CCC(CC1)C)c1ccccc1. The result is 0 (inactive).